This data is from Reaction yield outcomes from USPTO patents with 853,638 reactions. The task is: Predict the reaction yield, written as a fraction of the theoretical maximum amount of product (1.0 means a 100% yield; for example, 0.34 means a 34% yield). The reactants are [OH:1][C:2]1[CH:3]=[C:4]([CH:10]=[CH:11][C:12]=1[OH:13])[C:5]([O:7][CH2:8][CH3:9])=[O:6].[N+:14]([O-])([O:16]C(C)C)=[O:15].S(=O)(=O)(O)O. The catalyst is S([O-])(O)(=O)=O.C([N+](CCCC)(CCCC)CCCC)CCC.C(Cl)Cl. The product is [OH:1][C:2]1[C:3]([N+:14]([O-:16])=[O:15])=[C:4]([CH:10]=[CH:11][C:12]=1[OH:13])[C:5]([O:7][CH2:8][CH3:9])=[O:6]. The yield is 0.400.